Dataset: Reaction yield outcomes from USPTO patents with 853,638 reactions. Task: Predict the reaction yield, written as a fraction of the theoretical maximum amount of product (1.0 means a 100% yield; for example, 0.34 means a 34% yield). The reactants are [OH:1][CH2:2][CH2:3][O:4][C:5](=[O:17])[CH2:6][O:7][C:8]1[CH:13]=[CH:12][C:11]([N+:14]([O-:16])=[O:15])=[CH:10][CH:9]=1.[N+:18]([C:21]1[CH:32]=[CH:31][C:24]([O:25][CH:26]([CH3:30])[C:27](O)=[O:28])=[CH:23][CH:22]=1)([O-:20])=[O:19].C1(N=C=NC2CCCCC2)CCCCC1. The catalyst is ClCCl. The product is [N+:14]([C:11]1[CH:12]=[CH:13][C:8]([O:7][CH2:6][C:5]([O:4][CH2:3][CH2:2][O:1][C:27](=[O:28])[CH:26]([O:25][C:24]2[CH:23]=[CH:22][C:21]([N+:18]([O-:20])=[O:19])=[CH:32][CH:31]=2)[CH3:30])=[O:17])=[CH:9][CH:10]=1)([O-:16])=[O:15]. The yield is 0.290.